This data is from Reaction yield outcomes from USPTO patents with 853,638 reactions. The task is: Predict the reaction yield, written as a fraction of the theoretical maximum amount of product (1.0 means a 100% yield; for example, 0.34 means a 34% yield). (1) The reactants are [CH3:1][O:2][C:3](=[O:40])[NH:4][CH:5]([C:9]([N:11]1[CH2:15][CH2:14][CH2:13][CH:12]1[C:16](=[O:39])[NH:17][C:18]1[CH:19]=[C:20]([C:24]2[CH:29]=[CH:28][C:27](B3OC(C)(C)C(C)(C)O3)=[CH:26][CH:25]=2)[CH:21]=[CH:22][CH:23]=1)=[O:10])[CH:6]([CH3:8])[CH3:7].[CH3:41][O:42][C:43](=[O:68])[NH:44][CH:45]([C:49]([N:51]1[CH2:55][CH2:54][CH2:53][CH:52]1[C:56]1[NH:57][C:58]([C:61]2[CH:66]=[CH:65][C:64](Br)=[CH:63][CH:62]=2)=[CH:59][N:60]=1)=[O:50])[CH:46]([CH3:48])[CH3:47].C(=O)([O-])[O-].[K+].[K+]. The catalyst is COCCOC.C1C=CC([P]([Pd]([P](C2C=CC=CC=2)(C2C=CC=CC=2)C2C=CC=CC=2)([P](C2C=CC=CC=2)(C2C=CC=CC=2)C2C=CC=CC=2)[P](C2C=CC=CC=2)(C2C=CC=CC=2)C2C=CC=CC=2)(C2C=CC=CC=2)C2C=CC=CC=2)=CC=1. The product is [CH3:1][O:2][C:3](=[O:40])[NH:4][CH:5]([C:9]([N:11]1[CH2:15][CH2:14][CH2:13][CH:12]1[C:16](=[O:39])[NH:17][C:18]1[CH:19]=[C:20]([C:24]2[CH:25]=[CH:26][C:27]([C:64]3[CH:65]=[CH:66][C:61]([C:58]4[NH:57][C:56]([CH:52]5[CH2:53][CH2:54][CH2:55][N:51]5[C:49](=[O:50])[CH:45]([NH:44][C:43]([O:42][CH3:41])=[O:68])[CH:46]([CH3:48])[CH3:47])=[N:60][CH:59]=4)=[CH:62][CH:63]=3)=[CH:28][CH:29]=2)[CH:21]=[CH:22][CH:23]=1)=[O:10])[CH:6]([CH3:8])[CH3:7]. The yield is 0.0500. (2) The reactants are [Cl:1][C:2]1[CH:3]=[C:4](B(O)O)[CH:5]=[CH:6][C:7]=1[C:8]([F:11])([F:10])[F:9].Br[C:16]1[CH:17]=[C:18]2[C:23](=[CH:24][CH:25]=1)[NH:22][C:21](=[O:26])[CH2:20][CH2:19]2.O. The catalyst is O1CCOCC1.C(=O)([O-])[O-].[K+].[K+].C1C=CC([P]([Pd]([P](C2C=CC=CC=2)(C2C=CC=CC=2)C2C=CC=CC=2)([P](C2C=CC=CC=2)(C2C=CC=CC=2)C2C=CC=CC=2)[P](C2C=CC=CC=2)(C2C=CC=CC=2)C2C=CC=CC=2)(C2C=CC=CC=2)C2C=CC=CC=2)=CC=1. The product is [Cl:1][C:2]1[CH:3]=[C:4]([C:16]2[CH:17]=[C:18]3[C:23](=[CH:24][CH:25]=2)[NH:22][C:21](=[O:26])[CH2:20][CH2:19]3)[CH:5]=[CH:6][C:7]=1[C:8]([F:11])([F:10])[F:9]. The yield is 0.380. (3) The reactants are [C:1]1([S:7]([N:10]2[C:14]3=[N:15][CH:16]=[C:17]([Cl:19])[CH:18]=[C:13]3[C:12](I)=[CH:11]2)(=[O:9])=[O:8])[CH:6]=[CH:5][CH:4]=[CH:3][CH:2]=1.C([Mg]Cl)(C)C.[C:26]([O:30][C:31](=[O:41])[NH:32][C:33]1[S:34][C:35]([CH:39]=[O:40])=[C:36]([Cl:38])[N:37]=1)([CH3:29])([CH3:28])[CH3:27].[Cl-].[NH4+]. The catalyst is O1CCCC1. The product is [C:26]([O:30][C:31](=[O:41])[NH:32][C:33]1[S:34][C:35]([CH:39]([C:12]2[C:13]3[C:14](=[N:15][CH:16]=[C:17]([Cl:19])[CH:18]=3)[N:10]([S:7]([C:1]3[CH:6]=[CH:5][CH:4]=[CH:3][CH:2]=3)(=[O:9])=[O:8])[CH:11]=2)[OH:40])=[C:36]([Cl:38])[N:37]=1)([CH3:29])([CH3:27])[CH3:28]. The yield is 0.603. (4) The reactants are [CH3:1][C:2]1[CH:3]=[C:4]([CH:9]=[C:10]([CH3:26])[C:11]=1[CH2:12][C:13]1[CH:18]=[CH:17][C:16]([O:19][CH2:20][O:21][CH3:22])=[C:15]([CH:23]([CH3:25])[CH3:24])[CH:14]=1)[C:5]([O:7]C)=[O:6].[OH-].[Na+].Cl. The catalyst is CO. The product is [CH3:26][C:10]1[CH:9]=[C:4]([CH:3]=[C:2]([CH3:1])[C:11]=1[CH2:12][C:13]1[CH:18]=[CH:17][C:16]([O:19][CH2:20][O:21][CH3:22])=[C:15]([CH:23]([CH3:24])[CH3:25])[CH:14]=1)[C:5]([OH:7])=[O:6]. The yield is 0.980. (5) The reactants are [CH3:1][C:2]1[C:7]2[CH2:8][O:9][C:10](=[O:11])[C:6]=2[C:5]([OH:12])=[C:4]([CH2:13]/[CH:14]=[C:15](/[CH2:17][CH2:18][C:19]([O:21][CH3:22])=[O:20])\[CH3:16])[C:3]=1[O:23][CH3:24].C[Si]([N-][Si](C)(C)C)(C)C.[Na+].[Br:35][CH2:36][CH:37]=[CH:38][CH2:39]Br. The catalyst is C1COCC1. The product is [CH3:22][O:21][C:19](=[O:20])[CH:18]([CH2:39][CH:38]=[CH:37][CH2:36][Br:35])[CH2:17][C:15]([CH3:16])=[CH:14][CH2:13][C:4]1[C:5]([OH:12])=[C:6]2[C:7](=[C:2]([CH3:1])[C:3]=1[O:23][CH3:24])[CH2:8][O:9][C:10]2=[O:11]. The yield is 0.780. (6) The catalyst is C1(C)C=CC=CC=1. The product is [F:15][C:11]1[CH:12]=[CH:13][CH:14]=[C:9]2[C:10]=1[C:1]1([CH2:4][CH2:3][CH2:2]1)[CH2:5][C:6](=[O:7])[NH:8]2. The yield is 0.140. The reactants are [C:1]1(=[CH:5][C:6]([NH:8][C:9]2[CH:14]=[CH:13][CH:12]=[C:11]([F:15])[CH:10]=2)=[O:7])[CH2:4][CH2:3][CH2:2]1. (7) The product is [C:5]([C:4]1[CH:7]=[CH:8][C:9]([O:10][CH3:11])=[C:2]([B:17]([OH:20])[OH:18])[CH:3]=1)#[N:6]. The catalyst is O1CCCC1. The yield is 0.990. The reactants are Br[C:2]1[CH:3]=[C:4]([CH:7]=[CH:8][C:9]=1[O:10][CH3:11])[C:5]#[N:6].C([Mg]Cl)(C)C.[B:17](OC)([O:20]C)[O:18]C.